From a dataset of Forward reaction prediction with 1.9M reactions from USPTO patents (1976-2016). Predict the product of the given reaction. Given the reactants [CH3:1][O:2][C:3]([C:6]1[CH:15]=[CH:14][C:13]2[CH2:12][CH:11]([C:16]([O:18]C)=[O:17])[CH2:10][CH2:9][C:8]=2[N:7]=1)([CH3:5])[CH3:4].[OH-].[Na+], predict the reaction product. The product is: [CH3:1][O:2][C:3]([C:6]1[CH:15]=[CH:14][C:13]2[CH2:12][CH:11]([C:16]([OH:18])=[O:17])[CH2:10][CH2:9][C:8]=2[N:7]=1)([CH3:5])[CH3:4].